Dataset: Forward reaction prediction with 1.9M reactions from USPTO patents (1976-2016). Task: Predict the product of the given reaction. Given the reactants [C@@H:1]1([N:9]2[CH:16]=[CH:15][C:13]([NH2:14])=[N:12][C:10]2=[O:11])[O:8][C@H:5]([CH2:6][OH:7])[C@@H:3]([OH:4])[CH2:2]1.C[Si](Cl)(C)C.[CH3:22][CH:23]([CH2:28][C:29]([CH3:32])([CH3:31])[CH3:30])[CH2:24][C:25](Cl)=[O:26].N, predict the reaction product. The product is: [CH3:22][CH:23]([CH2:28][C:29]([CH3:32])([CH3:31])[CH3:30])[CH2:24][C:25]([NH:14][C:13]1[CH:15]=[CH:16][N:9]([C@@H:1]2[O:8][C@H:5]([CH2:6][OH:7])[C@@H:3]([OH:4])[CH2:2]2)[C:10](=[O:11])[N:12]=1)=[O:26].